Dataset: NCI-60 drug combinations with 297,098 pairs across 59 cell lines. Task: Regression. Given two drug SMILES strings and cell line genomic features, predict the synergy score measuring deviation from expected non-interaction effect. Drug 1: C1C(C(OC1N2C=NC3=C2NC=NCC3O)CO)O. Drug 2: CC1C(C(CC(O1)OC2CC(CC3=C2C(=C4C(=C3O)C(=O)C5=C(C4=O)C(=CC=C5)OC)O)(C(=O)CO)O)N)O.Cl. Cell line: SK-MEL-2. Synergy scores: CSS=53.1, Synergy_ZIP=3.28, Synergy_Bliss=4.46, Synergy_Loewe=-26.1, Synergy_HSA=1.05.